From a dataset of Full USPTO retrosynthesis dataset with 1.9M reactions from patents (1976-2016). Predict the reactants needed to synthesize the given product. (1) Given the product [CH3:1][O:2][C:3]1[CH:8]=[CH:7][CH:6]=[CH:5][C:4]=1[NH:9][C:42](=[O:43])[C:41]1[CH:45]=[CH:46][CH:47]=[CH:48][C:40]=1[CH2:39][N:20]1[C:21]2[C:26](=[CH:25][CH:24]=[CH:23][CH:22]=2)[C:27]2([CH2:31][O:30][C:29]3[CH:32]=[C:33]4[C:37](=[CH:38][C:28]2=3)[CH2:36][CH2:35][O:34]4)[C:19]1=[O:18], predict the reactants needed to synthesize it. The reactants are: [CH3:1][O:2][C:3]1[C:4]([NH2:9])=[CH:5][CH:6]=[CH:7][CH:8]=1.C1(CN)CCCCC1.[O:18]=[C:19]1[C:27]2([CH2:31][O:30][C:29]3[CH:32]=[C:33]4[C:37](=[CH:38][C:28]2=3)[CH2:36][CH2:35][O:34]4)[C:26]2[C:21](=[CH:22][CH:23]=[CH:24][CH:25]=2)[N:20]1[CH2:39][C:40]1[CH:48]=[CH:47][CH:46]=[CH:45][C:41]=1[C:42](O)=[O:43].O=C1C2(COC3C=C4C(=CC2=3)CCO4)C2C(=CC=CC=2)N1CC1C=C(C=CC=1)C(O)=O. (2) Given the product [C:1]([O:4][C@@H:5]1[C@@H:20]([O:21][C:22](=[O:24])[CH3:23])[C@H:19]([O:25][C:26](=[O:28])[CH3:27])[CH2:18][S:17][C@H:6]1[O:7][C:8]1[CH:13]=[C:12]([C:30]2[CH:35]=[CH:34][CH:33]=[CH:32][N:31]=2)[CH:11]=[C:10]([F:15])[C:9]=1[F:16])(=[O:3])[CH3:2], predict the reactants needed to synthesize it. The reactants are: [C:1]([O:4][C@@H:5]1[C@@H:20]([O:21][C:22](=[O:24])[CH3:23])[C@H:19]([O:25][C:26](=[O:28])[CH3:27])[CH2:18][S:17][C@H:6]1[O:7][C:8]1[CH:13]=[C:12](Br)[CH:11]=[C:10]([F:15])[C:9]=1[F:16])(=[O:3])[CH3:2].Cl[C:30]1[CH:35]=[CH:34][CH:33]=[CH:32][N:31]=1. (3) The reactants are: CON(C)[C:4](=[O:47])[CH2:5][C@H:6]1[CH2:11][C@H:10]([C:12]2[CH:17]=[CH:16][C:15]([O:18][CH3:19])=[CH:14][CH:13]=2)[C@@H:9]([O:20][CH2:21][C:22]2[CH:23]=[CH:24][C:25]3[O:30][CH2:29][CH2:28][N:27]([CH2:31][CH2:32][CH2:33][O:34][CH3:35])[C:26]=3[CH:36]=2)[CH2:8][N:7]1[S:37]([C:40]1[CH:45]=[CH:44][C:43]([CH3:46])=[CH:42][CH:41]=1)(=[O:39])=[O:38].[CH3:49][Mg]Br. Given the product [CH3:19][O:18][C:15]1[CH:14]=[CH:13][C:12]([C@@H:10]2[C@@H:9]([O:20][CH2:21][C:22]3[CH:23]=[CH:24][C:25]4[O:30][CH2:29][CH2:28][N:27]([CH2:31][CH2:32][CH2:33][O:34][CH3:35])[C:26]=4[CH:36]=3)[CH2:8][N:7]([S:37]([C:40]3[CH:45]=[CH:44][C:43]([CH3:46])=[CH:42][CH:41]=3)(=[O:38])=[O:39])[C@@H:6]([CH2:5][C:4](=[O:47])[CH3:49])[CH2:11]2)=[CH:17][CH:16]=1, predict the reactants needed to synthesize it.